Predict the product of the given reaction. From a dataset of Forward reaction prediction with 1.9M reactions from USPTO patents (1976-2016). The product is: [F:1][C:2]1[CH:7]=[C:6]([CH:8]([CH3:12])[CH2:9][C:10]([NH2:11])=[O:23])[CH:5]=[CH:4][C:3]=1[C:13]1[CH:14]=[CH:15][CH:16]=[CH:17][CH:18]=1. Given the reactants [F:1][C:2]1[CH:7]=[C:6]([CH:8]([CH3:12])[CH2:9][C:10]#[N:11])[CH:5]=[CH:4][C:3]=1[C:13]1[CH:18]=[CH:17][CH:16]=[CH:15][CH:14]=1.C([OH:23])CCC.[OH-].[K+], predict the reaction product.